From a dataset of Reaction yield outcomes from USPTO patents with 853,638 reactions. Predict the reaction yield, written as a fraction of the theoretical maximum amount of product (1.0 means a 100% yield; for example, 0.34 means a 34% yield). (1) The reactants are N[C:2]1[CH:3]=[N:4][CH:5]=[CH:6][CH:7]=1.[F:8][C:9]([F:13])([F:12])[CH2:10][OH:11].FC(F)(F)C(O)=O.C(ON=O)(C)(C)C.C(=O)([O-])[O-].[K+].[K+]. No catalyst specified. The product is [F:8][C:9]([F:13])([F:12])[CH2:10][O:11][C:2]1[CH:3]=[N:4][CH:5]=[CH:6][CH:7]=1. The yield is 0.568. (2) The reactants are [NH2:1][C:2]1[CH:10]=[CH:9][C:8]([Br:11])=[CH:7][C:3]=1[C:4]([OH:6])=[O:5].[C:12]([O:16][C:17](=O)[O:18]C(C)(C)C)([CH3:15])([CH3:14])[CH3:13].C(N(CC)CC)C. The catalyst is CN(C=O)C.CN(C)C1C=CN=CC=1. The product is [Br:11][C:8]1[CH:9]=[CH:10][C:2]([NH:1][C:17]([O:16][C:12]([CH3:15])([CH3:14])[CH3:13])=[O:18])=[C:3]([CH:7]=1)[C:4]([OH:6])=[O:5]. The yield is 0.867. (3) The reactants are [CH3:1][O:2][C:3]1[CH:8]=[CH:7][C:6]([NH2:9])=[CH:5][C:4]=1[CH:10]1[CH2:14][CH2:13][CH2:12][N:11]1[CH3:15].[ClH:16].C(S[C:20]([C:22]1[S:23][CH:24]=[CH:25][CH:26]=1)=[NH:21])C. The catalyst is C(O)C. The product is [ClH:16].[ClH:16].[CH3:1][O:2][C:3]1[CH:8]=[CH:7][C:6]([NH:9][C:20]([C:22]2[S:23][CH:24]=[CH:25][CH:26]=2)=[NH:21])=[CH:5][C:4]=1[CH:10]1[CH2:14][CH2:13][CH2:12][N:11]1[CH3:15]. The yield is 0.660.